Dataset: Full USPTO retrosynthesis dataset with 1.9M reactions from patents (1976-2016). Task: Predict the reactants needed to synthesize the given product. (1) Given the product [CH3:27][N:28]([CH3:39])[C:29]1[CH:30]=[C:31]2[C:36](=[CH:37][CH:38]=1)[N:35]([C:2]1[C:3](=[O:16])[NH:4][C:5]3[C:10]([N:11]=1)=[CH:9][C:8]([C:12]([O:14][CH3:15])=[O:13])=[CH:7][CH:6]=3)[CH2:34][CH2:33][CH2:32]2, predict the reactants needed to synthesize it. The reactants are: Cl[C:2]1[C:3](=[O:16])[NH:4][C:5]2[C:10]([N:11]=1)=[CH:9][C:8]([C:12]([O:14][CH3:15])=[O:13])=[CH:7][CH:6]=2.CCN(C(C)C)C(C)C.Cl.[CH3:27][N:28]([CH3:39])[C:29]1[CH:30]=[C:31]2[C:36](=[CH:37][CH:38]=1)[NH:35][CH2:34][CH2:33][CH2:32]2. (2) Given the product [C:7]([O:11][C:12]([N:14]1[CH2:19][CH2:18][N:17]([CH2:22][CH2:23][CH2:24][C:25]2[CH:30]=[CH:29][CH:28]=[CH:27][CH:26]=2)[C:16](=[O:20])[CH2:15]1)=[O:13])([CH3:10])([CH3:8])[CH3:9], predict the reactants needed to synthesize it. The reactants are: CC(C)([O-])C.[Na+].[C:7]([O:11][C:12]([N:14]1[CH2:19][CH2:18][NH:17][C:16](=[O:20])[CH2:15]1)=[O:13])([CH3:10])([CH3:9])[CH3:8].Br[CH2:22][CH2:23][CH2:24][C:25]1[CH:30]=[CH:29][CH:28]=[CH:27][CH:26]=1. (3) Given the product [CH3:10][N:9]([CH3:8])/[CH:11]=[C:5](\[CH3:6])/[C:4](=[O:7])[CH:2]([CH3:3])[CH3:1], predict the reactants needed to synthesize it. The reactants are: [CH3:1][CH:2]([C:4](=[O:7])[CH2:5][CH3:6])[CH3:3].[CH3:8][N:9]([CH:11](OC)OC)[CH3:10]. (4) Given the product [OH:1][C@@H:2]([C:6]([O:19][CH3:20])([C:7]1[CH:12]=[CH:11][CH:10]=[CH:9][CH:8]=1)[C:13]1[CH:18]=[CH:17][CH:16]=[CH:15][CH:14]=1)[C:3]([OH:5])=[O:4], predict the reactants needed to synthesize it. The reactants are: [OH:1][CH:2]([C:6]([O:19][CH3:20])([C:13]1[CH:18]=[CH:17][CH:16]=[CH:15][CH:14]=1)[C:7]1[CH:12]=[CH:11][CH:10]=[CH:9][CH:8]=1)[C:3]([OH:5])=[O:4]. (5) Given the product [OH:33][CH2:32][CH2:31][N:25]1[CH2:24][CH2:23][C:22]2[CH:28]=[CH:29][C:19]([C:16]3[N:15]=[C:14]([C:11]4[CH:12]=[CH:13][C:6]([O:5][CH:3]([CH3:2])[CH3:4])=[C:7]([CH:10]=4)[C:8]#[N:9])[O:18][N:17]=3)=[CH:20][C:21]=2[CH2:27][CH2:26]1, predict the reactants needed to synthesize it. The reactants are: Cl.[CH3:2][CH:3]([O:5][C:6]1[CH:13]=[CH:12][C:11]([C:14]2[O:18][N:17]=[C:16]([C:19]3[CH:29]=[CH:28][C:22]4[CH2:23][CH2:24][NH:25][CH2:26][CH2:27][C:21]=4[CH:20]=3)[N:15]=2)=[CH:10][C:7]=1[C:8]#[N:9])[CH3:4].I[CH2:31][CH2:32][OH:33].C(=O)([O-])[O-].[K+].[K+].O.